This data is from Full USPTO retrosynthesis dataset with 1.9M reactions from patents (1976-2016). The task is: Predict the reactants needed to synthesize the given product. (1) Given the product [C:18]([O:17][C:15](=[O:16])[NH:10][CH3:8])([CH3:21])([CH3:20])[CH3:19], predict the reactants needed to synthesize it. The reactants are: CN.C1COCC1.[CH2:8]([N:10](CC)CC)C.[C:15](O[C:15]([O:17][C:18]([CH3:21])([CH3:20])[CH3:19])=[O:16])([O:17][C:18]([CH3:21])([CH3:20])[CH3:19])=[O:16]. (2) Given the product [CH2:1]([O:3][C:4]([C:6]1[O:7][C:8]2[CH:15]=[CH:14][CH:13]=[C:12]([C:16](=[O:19])[NH2:17])[C:9]=2[C:10]=1[CH3:11])=[O:5])[CH3:2], predict the reactants needed to synthesize it. The reactants are: [CH2:1]([O:3][C:4]([C:6]1[O:7][C:8]2[CH:15]=[CH:14][CH:13]=[C:12]([C:16]#[N:17])[C:9]=2[C:10]=1[CH3:11])=[O:5])[CH3:2].C([O-])([O-])=[O:19].[Na+].[Na+].OO.